From a dataset of Reaction yield outcomes from USPTO patents with 853,638 reactions. Predict the reaction yield, written as a fraction of the theoretical maximum amount of product (1.0 means a 100% yield; for example, 0.34 means a 34% yield). (1) The reactants are [O:1]1[CH2:6][CH2:5][CH:4]([CH2:7][OH:8])[CH2:3][CH2:2]1.[OH-].[Na+].[C:11]1([CH3:21])[CH:16]=[CH:15][C:14]([S:17](Cl)(=[O:19])=[O:18])=[CH:13][CH:12]=1.Cl.CC1CCCCC1. The catalyst is CC1CCCO1. The product is [O:1]1[CH2:6][CH2:5][CH:4]([CH2:7][O:8][S:17]([C:14]2[CH:15]=[CH:16][C:11]([CH3:21])=[CH:12][CH:13]=2)(=[O:19])=[O:18])[CH2:3][CH2:2]1. The yield is 0.990. (2) The reactants are [CH3:1][N:2]1[C:6]2[CH:7]=[C:8]([N+:11]([O-])=O)[CH:9]=[CH:10][C:5]=2[N:4]=[C:3]1[C:14]([F:17])([F:16])[F:15].Cl.Cl[Sn](Cl)(Cl)Cl.[OH-].[Na+]. The catalyst is O. The product is [CH3:1][N:2]1[C:6]2[CH:7]=[C:8]([NH2:11])[CH:9]=[CH:10][C:5]=2[N:4]=[C:3]1[C:14]([F:16])([F:15])[F:17]. The yield is 1.00.